Dataset: Full USPTO retrosynthesis dataset with 1.9M reactions from patents (1976-2016). Task: Predict the reactants needed to synthesize the given product. (1) Given the product [ClH:39].[ClH:39].[Cl:39][C:35]1[CH:34]=[C:33]([C@@H:31]([OH:32])[CH2:30][NH:29][CH2:28][CH2:27][NH:26][C:23]2[CH:22]=[CH:21][C:20]([C:17]3[CH:18]=[CH:19][C:14]([C:12]([NH:11][S:8]([CH2:7][CH2:6][CH2:5][OH:4])(=[O:10])=[O:9])=[O:13])=[C:15]([O:47][CH2:48][CH:49]([CH3:50])[CH3:51])[CH:16]=3)=[CH:25][CH:24]=2)[CH:38]=[CH:37][CH:36]=1, predict the reactants needed to synthesize it. The reactants are: C([O:4][CH2:5][CH2:6][CH2:7][S:8]([NH:11][C:12]([C:14]1[CH:19]=[CH:18][C:17]([C:20]2[CH:25]=[CH:24][C:23]([NH:26][CH2:27][CH2:28][N:29](C(OC(C)(C)C)=O)[CH2:30][C@@H:31]([C:33]3[CH:38]=[CH:37][CH:36]=[C:35]([Cl:39])[CH:34]=3)[OH:32])=[CH:22][CH:21]=2)=[CH:16][C:15]=1[O:47][CH2:48][CH:49]([CH3:51])[CH3:50])=[O:13])(=[O:10])=[O:9])(=O)C.[OH-].[Na+]. (2) Given the product [Br:1][C:9]1[C:4]([F:3])=[CH:5][C:6]([O:14][CH3:15])=[C:7]([NH:10][C:11](=[O:13])[CH3:12])[CH:8]=1, predict the reactants needed to synthesize it. The reactants are: [Br:1]Br.[F:3][C:4]1[CH:9]=[CH:8][C:7]([NH:10][C:11](=[O:13])[CH3:12])=[C:6]([O:14][CH3:15])[CH:5]=1. (3) Given the product [CH:1]([NH:4][CH2:12][C:13]1[CH:14]=[C:15]([NH:23][C:24]([N:26]2[C:34]3[C:29](=[CH:30][C:31]([O:35][C:36]4[C:37]5[CH2:45][CH2:44][NH:43][CH2:42][C:38]=5[N:39]=[CH:40][N:41]=4)=[CH:32][CH:33]=3)[CH:28]=[CH:27]2)=[O:25])[CH:16]=[C:17]([C:19]([F:22])([F:21])[F:20])[CH:18]=1)([CH3:3])[CH3:2], predict the reactants needed to synthesize it. The reactants are: [CH:1]([NH2:4])([CH3:3])[CH3:2].[I-].[Na+].CS(O[CH2:12][C:13]1[CH:14]=[C:15]([NH:23][C:24]([N:26]2[C:34]3[C:29](=[CH:30][C:31]([O:35][C:36]4[C:37]5[CH2:45][CH2:44][N:43](C(OC(C)(C)C)=O)[CH2:42][C:38]=5[N:39]=[CH:40][N:41]=4)=[CH:32][CH:33]=3)[CH:28]=[CH:27]2)=[O:25])[CH:16]=[C:17]([C:19]([F:22])([F:21])[F:20])[CH:18]=1)(=O)=O. (4) Given the product [F:24][C:23]([F:26])([F:25])[C:21]([OH:27])=[O:22].[C:6]([C:8]1[S:9][C:10]([C:13]2[CH:18]=[C:17]([CH3:19])[N+:16]([O-:20])=[N:15][CH:14]=2)=[CH:11][N:12]=1)([OH:7])=[O:5], predict the reactants needed to synthesize it. The reactants are: C([O:5][C:6]([C:8]1[S:9][C:10]([C:13]2[CH:18]=[C:17]([CH3:19])[N+:16]([O-:20])=[N:15][CH:14]=2)=[CH:11][N:12]=1)=[O:7])(C)(C)C.[C:21]([OH:27])([C:23]([F:26])([F:25])[F:24])=[O:22]. (5) Given the product [F:32][C:29]1[CH:28]=[CH:27][C:26]([C:6]2[CH:7]=[C:8]3[C:12](=[C:4]([C:2]([NH2:1])=[O:3])[CH:5]=2)[NH:11][CH:10]=[C:9]3[CH:13]2[CH2:18][CH2:17][NH:16][CH2:15][CH2:14]2)=[CH:31][CH:30]=1, predict the reactants needed to synthesize it. The reactants are: [NH2:1][C:2]([C:4]1[CH:5]=[C:6]([C:26]2[CH:31]=[CH:30][C:29]([F:32])=[CH:28][CH:27]=2)[CH:7]=[C:8]2[C:12]=1[NH:11][CH:10]=[C:9]2[CH:13]1[CH2:18][CH2:17][N:16](C(OC(C)(C)C)=O)[CH2:15][CH2:14]1)=[O:3]. (6) Given the product [CH2:13]([C@@H:15]1[C@H:20]([C:21](=[O:23])/[CH:22]=[CH:1]/[CH3:2])[C@@H:19]([CH3:24])[CH:18]=[CH:17][CH2:16]1)[CH3:14], predict the reactants needed to synthesize it. The reactants are: [CH2:1]([Li])[CH2:2]CC.C(NC(C)C)(C)C.[CH2:13]([CH:15]1[CH:20]([C:21](=[O:23])[CH3:22])[CH:19]([CH3:24])[CH:18]=[CH:17][CH2:16]1)[CH3:14].C(=O)C.Cl.[Na+].[Cl-].O.C1(C)C=CC(S(O)(=O)=O)=CC=1.C([O-])([O-])=O.[Na+].[Na+]. (7) The reactants are: C(OC([N:8]1[CH2:13][CH2:12][N:11]([C:14]2[N:19]=[CH:18][C:17]([C:20]3[N:27]4[C:23]([S:24][C:25]([C:28]5[CH:33]=[CH:32][C:31]([O:34][CH3:35])=[C:30]([O:36][CH3:37])[CH:29]=5)=[N:26]4)=[N:22][CH:21]=3)=[CH:16][N:15]=2)[CH2:10][CH2:9]1)=O)(C)(C)C.[ClH:38]. Given the product [CH3:37][O:36][C:30]1[CH:29]=[C:28]([C:25]2[S:24][C:23]3=[N:22][CH:21]=[C:20]([C:17]4[CH:18]=[N:19][C:14]([N:11]5[CH2:10][CH2:9][NH:8][CH2:13][CH2:12]5)=[N:15][CH:16]=4)[N:27]3[N:26]=2)[CH:33]=[CH:32][C:31]=1[O:34][CH3:35].[ClH:38], predict the reactants needed to synthesize it.